Predict the product of the given reaction. From a dataset of Forward reaction prediction with 1.9M reactions from USPTO patents (1976-2016). (1) Given the reactants [CH2:1]([O:3][C:4]1[CH:9]=[CH:8][C:7]([C:10]#[C:11][C:12]2[CH:17]=[CH:16][C:15]([CH:18]([NH:20]C(=O)OC(C)(C)C)[CH3:19])=[CH:14][CH:13]=2)=[CH:6][CH:5]=1)[CH3:2].Cl, predict the reaction product. The product is: [CH2:1]([O:3][C:4]1[CH:9]=[CH:8][C:7]([C:10]#[C:11][C:12]2[CH:13]=[CH:14][C:15]([CH:18]([NH2:20])[CH3:19])=[CH:16][CH:17]=2)=[CH:6][CH:5]=1)[CH3:2]. (2) Given the reactants CS(O[CH2:6][CH2:7][S:8]([C:11]1[CH:16]=[CH:15][CH:14]=[C:13]([N+:17]([O-:19])=[O:18])[CH:12]=1)(=[O:10])=[O:9])(=O)=O.[CH2:20]([CH:27]1[CH2:32][CH2:31][NH:30][CH2:29][CH2:28]1)[C:21]1[CH:26]=[CH:25][CH:24]=[CH:23][CH:22]=1.C(=O)([O-])[O-].[K+].[K+], predict the reaction product. The product is: [CH2:20]([CH:27]1[CH2:32][CH2:31][N:30]([CH2:6][CH2:7][S:8]([C:11]2[CH:16]=[CH:15][CH:14]=[C:13]([N+:17]([O-:19])=[O:18])[CH:12]=2)(=[O:10])=[O:9])[CH2:29][CH2:28]1)[C:21]1[CH:26]=[CH:25][CH:24]=[CH:23][CH:22]=1. (3) Given the reactants [CH2:1]([NH2:4])[CH2:2][NH2:3].C(N(CC)CC)C.[C:12](O[C:12]([O:14][C:15]([CH3:18])([CH3:17])[CH3:16])=[O:13])([O:14][C:15]([CH3:18])([CH3:17])[CH3:16])=[O:13], predict the reaction product. The product is: [C:12]([NH:3][CH2:2][CH2:1][NH2:4])([O:14][C:15]([CH3:18])([CH3:17])[CH3:16])=[O:13]. (4) Given the reactants [Br:1][C:2]1[CH:3]=[C:4]([CH:7]=[CH:8][C:9]=1[OH:10])[CH:5]=O.[CH3:11][CH:12]([CH3:16])[CH2:13][CH2:14][NH2:15].[BH4-].[Na+], predict the reaction product. The product is: [Br:1][C:2]1[CH:3]=[C:4]([CH2:5][NH:15][CH2:14][CH2:13][CH:12]([CH3:16])[CH3:11])[CH:7]=[CH:8][C:9]=1[OH:10].